From a dataset of Reaction yield outcomes from USPTO patents with 853,638 reactions. Predict the reaction yield, written as a fraction of the theoretical maximum amount of product (1.0 means a 100% yield; for example, 0.34 means a 34% yield). (1) The reactants are [CH2:1]([O:3][C@@H:4]([CH2:9][C:10]1[CH:15]=[CH:14][C:13]([C:16]2[N:17]([CH3:33])[N:18]=[C:19]([N:21]([CH3:32])[C:22]([NH:24][CH2:25][CH2:26][CH2:27][CH2:28][CH2:29][CH2:30][CH3:31])=[O:23])[N:20]=2)=[CH:12][CH:11]=1)[C:5]([O:7]C)=[O:6])[CH3:2].[OH-].[Li+]. The catalyst is O1CCCC1. The product is [CH2:1]([O:3][C@@H:4]([CH2:9][C:10]1[CH:15]=[CH:14][C:13]([C:16]2[N:17]([CH3:33])[N:18]=[C:19]([N:21]([CH3:32])[C:22]([NH:24][CH2:25][CH2:26][CH2:27][CH2:28][CH2:29][CH2:30][CH3:31])=[O:23])[N:20]=2)=[CH:12][CH:11]=1)[C:5]([OH:7])=[O:6])[CH3:2]. The yield is 0.830. (2) The reactants are [Cl:1][C:2]1[CH:7]=[C:6]([N+:8]([O-])=O)[CH:5]=[CH:4][C:3]=1[N:11]1[CH2:20][CH2:19][C:18]2[C:13](=[CH:14][CH:15]=[CH:16][CH:17]=2)[CH2:12]1.[Cl-].[NH4+].CC(C)=O.S([O-])([O-])(=O)=O.[Na+].[Na+]. The catalyst is [Zn].CCOC(C)=O. The product is [Cl:1][C:2]1[CH:7]=[C:6]([NH2:8])[CH:5]=[CH:4][C:3]=1[N:11]1[CH2:20][CH2:19][C:18]2[C:13](=[CH:14][CH:15]=[CH:16][CH:17]=2)[CH2:12]1. The yield is 0.960. (3) The reactants are [C:1]([O:5][C:6]([N:8]([CH3:18])[CH2:9][C:10]([N:12]([CH2:14][C:15]([OH:17])=[O:16])[CH3:13])=[O:11])=[O:7])([CH3:4])([CH3:3])[CH3:2].CN(C(ON1N=NC2C=CC=CC1=2)=[N+](C)C)C.F[P-](F)(F)(F)(F)F.C(N(C(C)C)CC)(C)C.[CH2:52]([O:59][C:60]([N:62]1[CH2:67][CH2:66][N:65]([C:68](=[O:75])[CH:69](O)[CH2:70][CH:71]([CH3:73])[CH3:72])[CH2:64][CH2:63]1)=[O:61])[C:53]1[CH:58]=[CH:57][CH:56]=[CH:55][CH:54]=1. The catalyst is C1COCC1.C(Cl)Cl.O. The product is [CH2:52]([O:59][C:60]([N:62]1[CH2:63][CH2:64][N:65]([C:68](=[O:75])[CH:69]([O:16][C:15](=[O:17])[CH2:14][N:12]([C:10](=[O:11])[CH2:9][N:8]([C:6]([O:5][C:1]([CH3:4])([CH3:3])[CH3:2])=[O:7])[CH3:18])[CH3:13])[CH2:70][CH:71]([CH3:72])[CH3:73])[CH2:66][CH2:67]1)=[O:61])[C:53]1[CH:58]=[CH:57][CH:56]=[CH:55][CH:54]=1. The yield is 0.410. (4) The reactants are [NH:1]1[CH2:7][CH2:6][CH2:5][C@H:2]1[CH2:3][OH:4].[F:8][C:9]([F:16])([F:15])[C:10](OCC)=[O:11]. The catalyst is C1COCC1. The yield is 0.970. The product is [F:8][C:9]([F:16])([F:15])[C:10]([N:1]1[CH2:7][CH2:6][CH2:5][C@H:2]1[CH2:3][OH:4])=[O:11]. (5) The reactants are [OH:1][C:2]1([CH2:8][O:9][C:10]2[CH:15]=[C:14]([CH3:16])[C:13]([C:17]3[CH:22]=[CH:21][CH:20]=[C:19]([CH:23]=[O:24])[CH:18]=3)=[C:12]([CH3:25])[CH:11]=2)[CH2:7][CH2:6][S:5][CH2:4][CH2:3]1.O1CCCC1.[BH4-].[Na+]. The catalyst is CO. The product is [OH:24][CH2:23][C:19]1[CH:18]=[C:17]([C:13]2[C:12]([CH3:25])=[CH:11][C:10]([O:9][CH2:8][C:2]3([OH:1])[CH2:7][CH2:6][S:5][CH2:4][CH2:3]3)=[CH:15][C:14]=2[CH3:16])[CH:22]=[CH:21][CH:20]=1. The yield is 0.880.